Dataset: Catalyst prediction with 721,799 reactions and 888 catalyst types from USPTO. Task: Predict which catalyst facilitates the given reaction. (1) Reactant: Cl.[CH2:2]1[O:10][C:9]2[C:4](=[C:5]([NH:11]C(=O)OC(C)(C)C)[CH:6]=[CH:7][CH:8]=2)[O:3]1. Product: [O:10]1[C:9]2[CH:8]=[CH:7][CH:6]=[C:5]([NH2:11])[C:4]=2[O:3][CH2:2]1. The catalyst class is: 8. (2) Reactant: [OH:1][C:2]1[CH:7]=[C:6]([CH3:8])[N:5]([CH3:9])[C:4](=[O:10])[C:3]=1[C:11](=[O:23])[CH:12]=[CH:13][C:14]1[CH:19]=[CH:18][CH:17]=[C:16]([C:20]([OH:22])=O)[CH:15]=1.ON1[C:29](=[O:30])[CH2:28]CC1=O.C1([N:38]=C=NC2CCCCC2)CCCCC1.CO. Product: [OH:1][C:2]1[CH:7]=[C:6]([CH3:8])[N:5]([CH3:9])[C:4](=[O:10])[C:3]=1[C:11](=[O:23])[CH:12]=[CH:13][C:14]1[CH:19]=[CH:18][CH:17]=[C:16]([C:20]([NH:38][CH2:28][CH2:29][OH:30])=[O:22])[CH:15]=1. The catalyst class is: 9.